The task is: Predict the product of the given reaction.. This data is from Forward reaction prediction with 1.9M reactions from USPTO patents (1976-2016). (1) Given the reactants [NH:1]1[C:5]([C:6]2[CH:7]=[C:8]([C:12]3[N:17]4[N:18]=[CH:19][C:20]([C:21]([C:23]5[S:24][CH:25]=[CH:26][CH:27]=5)=[O:22])=[C:16]4[N:15]=[CH:14][CH:13]=3)[CH:9]=[CH:10][CH:11]=2)=[N:4][N:3]=[N:2]1.[CH:28]1([CH2:32]Br)[CH2:31][CH2:30][CH2:29]1, predict the reaction product. The product is: [CH:28]1([CH2:32][N:1]2[C:5]([C:6]3[CH:7]=[C:8]([C:12]4[N:17]5[N:18]=[CH:19][C:20]([C:21]([C:23]6[S:24][CH:25]=[CH:26][CH:27]=6)=[O:22])=[C:16]5[N:15]=[CH:14][CH:13]=4)[CH:9]=[CH:10][CH:11]=3)=[N:4][N:3]=[N:2]2)[CH2:31][CH2:30][CH2:29]1. (2) Given the reactants [N:1]([C:4]1[CH:9]=[CH:8][C:7]([O:10][C:11]([F:14])([F:13])[F:12])=[CH:6][CH:5]=1)=[C:2]=[O:3].[N+:15]([C:18]1[CH:23]=[CH:22][C:21]([N:24]2[CH2:29][CH2:28][CH2:27][CH:26]([NH:30][C@@H:31]3[CH2:36][CH2:35][CH2:34][CH2:33][C@H:32]3[NH2:37])[CH2:25]2)=[CH:20][CH:19]=1)([O-:17])=[O:16], predict the reaction product. The product is: [N+:15]([C:18]1[CH:19]=[CH:20][C:21]([N:24]2[CH2:29][CH2:28][CH2:27][C@H:26]([NH:30][C@@H:31]3[CH2:36][CH2:35][CH2:34][CH2:33][C@H:32]3[NH:37][C:2]([NH:1][C:4]3[CH:9]=[CH:8][C:7]([O:10][C:11]([F:12])([F:13])[F:14])=[CH:6][CH:5]=3)=[O:3])[CH2:25]2)=[CH:22][CH:23]=1)([O-:17])=[O:16]. (3) Given the reactants [N:1]1[C:10]2[CH:9]([NH:11][CH2:12][CH2:13][CH2:14][CH2:15][NH:16]C(=O)OC(C)(C)C)[CH2:8][CH2:7][CH2:6][C:5]=2[CH:4]=[CH:3][CH:2]=1.[Br:24][C:25]1[N:30]2[CH:31]=[C:32]([CH:34]=O)[N:33]=[C:29]2[CH:28]=[CH:27][CH:26]=1, predict the reaction product. The product is: [Br:24][C:25]1[N:30]2[CH:31]=[C:32]([CH2:34][N:11]([CH:9]3[C:10]4[N:1]=[CH:2][CH:3]=[CH:4][C:5]=4[CH2:6][CH2:7][CH2:8]3)[CH2:12][CH2:13][CH2:14][CH2:15][NH2:16])[N:33]=[C:29]2[CH:28]=[CH:27][CH:26]=1. (4) Given the reactants FC(F)(F)C(O)=O.[Cl:8][C:9]1[CH:14]=[CH:13][CH:12]=[CH:11][C:10]=1[N:15]1[CH:19]([C:20]2[CH:25]=[CH:24][CH:23]=[C:22]([C:26]3[CH2:27][CH2:28][NH:29][CH2:30][CH:31]=3)[CH:21]=2)[CH2:18][C:17]([C:32]([F:38])([F:37])[C:33]([F:36])([F:35])[F:34])=[N:16]1.C(N(CC)CC)C.[CH3:46][S:47](Cl)(=[O:49])=[O:48], predict the reaction product. The product is: [Cl:8][C:9]1[CH:14]=[CH:13][CH:12]=[CH:11][C:10]=1[N:15]1[CH:19]([C:20]2[CH:25]=[CH:24][CH:23]=[C:22]([C:26]3[CH2:27][CH2:28][N:29]([S:47]([CH3:46])(=[O:49])=[O:48])[CH2:30][CH:31]=3)[CH:21]=2)[CH2:18][C:17]([C:32]([F:38])([F:37])[C:33]([F:34])([F:35])[F:36])=[N:16]1.